From a dataset of Forward reaction prediction with 1.9M reactions from USPTO patents (1976-2016). Predict the product of the given reaction. (1) Given the reactants CC1C=CC(S(O[CH2:12][CH:13]2[CH2:17][C:16]3[CH:18]=[C:19]([Cl:30])[CH:20]=[C:21]([C:22]4[C:27]([CH3:28])=[CH:26][CH:25]=[CH:24][C:23]=4[CH3:29])[C:15]=3[O:14]2)(=O)=O)=CC=1.[CH:31]([NH2:34])([CH3:33])[CH3:32], predict the reaction product. The product is: [Cl:30][C:19]1[CH:20]=[C:21]([C:22]2[C:27]([CH3:28])=[CH:26][CH:25]=[CH:24][C:23]=2[CH3:29])[C:15]2[O:14][CH:13]([CH2:12][NH:34][CH:31]([CH3:33])[CH3:32])[CH2:17][C:16]=2[CH:18]=1. (2) Given the reactants [C:1]([O:7][CH2:8][C@H:9]([C:15]1[C:20]([CH3:21])=[CH:19][C:18]([NH2:22])=[CH:17][C:16]=1[Br:23])[O:10][C:11]([CH3:14])([CH3:13])[CH3:12])(=[O:6])[C:2]([CH3:5])([CH3:4])[CH3:3].[C:24]([S-:26])#[N:25].[K+].BrBr, predict the reaction product. The product is: [C:1]([O:7][CH2:8][C@H:9]([C:15]1[C:20]([CH3:21])=[CH:19][C:18]2[N:22]=[C:24]([NH2:25])[S:26][C:17]=2[C:16]=1[Br:23])[O:10][C:11]([CH3:12])([CH3:13])[CH3:14])(=[O:6])[C:2]([CH3:3])([CH3:4])[CH3:5]. (3) Given the reactants [ClH:1].[NH2:2][C:3]1[N:8]=[C:7]([NH:9][C:10]2[CH:11]=[C:12]([CH:25]=[CH:26][CH:27]=2)[C:13]([NH:15][C:16]2[CH:21]=[CH:20][C:19]([N+:22]([O-])=O)=[CH:18][CH:17]=2)=[O:14])[CH:6]=[C:5]([NH2:28])[N:4]=1, predict the reaction product. The product is: [ClH:1].[NH2:22][C:19]1[CH:20]=[CH:21][C:16]([NH:15][C:13](=[O:14])[C:12]2[CH:25]=[CH:26][CH:27]=[C:10]([NH:9][C:7]3[CH:6]=[C:5]([NH2:28])[N:4]=[C:3]([NH2:2])[N:8]=3)[CH:11]=2)=[CH:17][CH:18]=1. (4) Given the reactants [C:1]([OH:5])(=[O:4])[CH:2]=[CH2:3].[C:6]([NH2:10])(=[O:9])[CH:7]=[CH2:8].[CH2:11]=[CH:12][C:13]1[CH:18]=[CH:17][CH:16]=[CH:15][CH:14]=1, predict the reaction product. The product is: [C:1]([OH:5])(=[O:4])[CH:2]=[CH2:3].[C:6]([NH2:10])(=[O:9])[CH:7]=[CH2:8].[CH2:11]=[CH:12][C:13]1[CH:18]=[CH:17][CH:16]=[CH:15][CH:14]=1.